From a dataset of Full USPTO retrosynthesis dataset with 1.9M reactions from patents (1976-2016). Predict the reactants needed to synthesize the given product. Given the product [Cl:1][C:2]1[C:3](=[O:29])[N:4]([C:9]2[CH:14]=[C:13]([C:15]3[CH:20]=[CH:19][N:18]=[C:17]([NH:21][C:22]4[CH:27]=[CH:26][CH:25]=[C:24]([Cl:28])[CH:23]=4)[N:16]=3)[CH:12]=[CH:11][N:10]=2)[N:5]=[CH:6][C:7]=1[O:39][CH2:37][CH3:38], predict the reactants needed to synthesize it. The reactants are: [Cl:1][C:2]1[C:3](=[O:29])[N:4]([C:9]2[CH:14]=[C:13]([C:15]3[CH:20]=[CH:19][N:18]=[C:17]([NH:21][C:22]4[CH:27]=[CH:26][CH:25]=[C:24]([Cl:28])[CH:23]=4)[N:16]=3)[CH:12]=[CH:11][N:10]=2)[N:5]=[CH:6][C:7]=1Cl.C(=O)([O-])[O-].[K+].[K+].O.[CH2:37]([OH:39])[CH3:38].